From a dataset of Catalyst prediction with 721,799 reactions and 888 catalyst types from USPTO. Predict which catalyst facilitates the given reaction. (1) The catalyst class is: 171. Reactant: [CH3:1][N:2]1[C:6]([CH:7]=[CH:8][C:9]#[N:10])=[CH:5][CH:4]=[N:3]1. Product: [CH3:1][N:2]1[C:6]([CH2:7][CH2:8][CH2:9][NH2:10])=[CH:5][CH:4]=[N:3]1. (2) Reactant: [CH3:1][N:2]1[CH:6]=[C:5](B2OC(C)(C)C(C)(C)O2)[CH:4]=[N:3]1.C([O-])([O-])=O.[Na+].[Na+].Br[C:23]1[C:24]([CH3:46])=[CH:25][C:26]([O:38][CH2:39][C:40]2[CH:45]=[CH:44][CH:43]=[CH:42][CH:41]=2)=[C:27]([CH:37]=1)[C:28]([NH:30][C:31]1[CH:36]=[CH:35][N:34]=[N:33][CH:32]=1)=[O:29]. Product: [CH3:46][C:24]1[C:23]([C:5]2[CH:4]=[N:3][N:2]([CH3:1])[CH:6]=2)=[CH:37][C:27]([C:28]([NH:30][C:31]2[CH:36]=[CH:35][N:34]=[N:33][CH:32]=2)=[O:29])=[C:26]([O:38][CH2:39][C:40]2[CH:45]=[CH:44][CH:43]=[CH:42][CH:41]=2)[CH:25]=1. The catalyst class is: 104. (3) Reactant: [Cl:1][C:2]1[CH:3]=[C:4]2[C:10](B3OC(C)(C)C(C)(C)O3)=[CH:9][N:8]([S:20]([C:23]3[CH:28]=[CH:27][C:26]([CH3:29])=[CH:25][CH:24]=3)(=[O:22])=[O:21])[C:5]2=[N:6][CH:7]=1.Cl[C:31]1[N:36]=[C:35]([NH:37][C@H:38]2[CH2:48][CH2:47][CH2:46][C:40]3([CH2:44][NH:43][C:42](=[O:45])[CH2:41]3)[CH2:39]2)[C:34]([F:49])=[CH:33][N:32]=1.C([O-])([O-])=O.[Na+].[Na+]. Product: [Cl:1][C:2]1[CH:3]=[C:4]2[C:10]([C:31]3[N:36]=[C:35]([NH:37][C@H:38]4[CH2:48][CH2:47][CH2:46][C:40]5([CH2:44][NH:43][C:42](=[O:45])[CH2:41]5)[CH2:39]4)[C:34]([F:49])=[CH:33][N:32]=3)=[CH:9][N:8]([S:20]([C:23]3[CH:24]=[CH:25][C:26]([CH3:29])=[CH:27][CH:28]=3)(=[O:22])=[O:21])[C:5]2=[N:6][CH:7]=1. The catalyst class is: 790.